From a dataset of Full USPTO retrosynthesis dataset with 1.9M reactions from patents (1976-2016). Predict the reactants needed to synthesize the given product. Given the product [Cl:20][C:2]1[N:7]=[C:6]([CH3:8])[N:5]=[C:4]2[N:9]([C:12]3[CH:17]=[CH:16][CH:15]=[CH:14][CH:13]=3)[N:10]=[CH:11][C:3]=12, predict the reactants needed to synthesize it. The reactants are: O[C:2]1[N:7]=[C:6]([CH3:8])[N:5]=[C:4]2[N:9]([C:12]3[CH:17]=[CH:16][CH:15]=[CH:14][CH:13]=3)[N:10]=[CH:11][C:3]=12.P(Cl)(Cl)([Cl:20])=O.